This data is from Catalyst prediction with 721,799 reactions and 888 catalyst types from USPTO. The task is: Predict which catalyst facilitates the given reaction. (1) Reactant: [Cl:1][C:2]1[CH:7]=[CH:6][CH:5]=[CH:4][C:3]=1[CH:8]1[N:12]([C:13]2[CH:18]=[CH:17][C:16]([C:19]3[CH2:20][CH2:21][N:22](C(OC(C)(C)C)=O)[CH2:23][CH:24]=3)=[CH:15][CH:14]=2)[N:11]=[C:10]([C:32]([C:38]([F:41])([F:40])[F:39])([C:34]([F:37])([F:36])[F:35])[OH:33])[CH2:9]1.Cl. Product: [ClH:1].[Cl:1][C:2]1[CH:7]=[CH:6][CH:5]=[CH:4][C:3]=1[CH:8]1[N:12]([C:13]2[CH:14]=[CH:15][C:16]([C:19]3[CH2:20][CH2:21][NH:22][CH2:23][CH:24]=3)=[CH:17][CH:18]=2)[N:11]=[C:10]([C:32]([C:38]([F:41])([F:39])[F:40])([C:34]([F:35])([F:36])[F:37])[OH:33])[CH2:9]1. The catalyst class is: 13. (2) Reactant: C([N:8]1[CH:16]=[C:15]2[C:10]([CH:11]=[CH:12][C:13]3[C:24]4[C:18]5([CH2:30][CH:21]([C:22](=[O:29])[C:23]=4[C:25]([F:28])([F:27])[F:26])[CH2:20][CH2:19]5)[CH2:17][C:14]=32)=[N:9]1)C1C=CC=CC=1.Cl.[H][H]. Product: [F:27][C:25]([F:26])([F:28])[C:23]1[C:22](=[O:29])[C@H:21]2[CH2:30][C@@:18]3([C:24]=1[C:13]1[CH:12]=[CH:11][C:10]4[NH:9][N:8]=[CH:16][C:15]=4[C:14]=1[CH2:17]3)[CH2:19][CH2:20]2. The catalyst class is: 505. (3) Reactant: [NH2:1][CH:2]([CH2:6][CH3:7])[C:3]([OH:5])=[O:4].C(N(CC)CC)C.Cl[Si](C)(C)C.[CH:20]1([C:25](Cl)=[O:26])[CH2:24][CH2:23][CH2:22][CH2:21]1. Product: [CH:20]1([C:25]([NH:1][CH:2]([CH2:6][CH3:7])[C:3]([OH:5])=[O:4])=[O:26])[CH2:24][CH2:23][CH2:22][CH2:21]1. The catalyst class is: 46. (4) Reactant: [CH2:1]([NH:3][C:4]([N:17]1[CH2:21][CH:20]([CH2:22][CH3:23])[CH:19]=[N:18]1)=[N:5][S:6]([C:9]1[CH:14]=[CH:13][C:12]([O:15]C)=[CH:11][CH:10]=1)(=[O:8])=[O:7])[CH3:2].B(Br)(Br)Br. Product: [CH2:1]([NH:3][C:4]([N:17]1[CH2:21][CH:20]([CH2:22][CH3:23])[CH:19]=[N:18]1)=[N:5][S:6]([C:9]1[CH:10]=[CH:11][C:12]([OH:15])=[CH:13][CH:14]=1)(=[O:8])=[O:7])[CH3:2]. The catalyst class is: 2.